From a dataset of Full USPTO retrosynthesis dataset with 1.9M reactions from patents (1976-2016). Predict the reactants needed to synthesize the given product. (1) Given the product [ClH:14].[ClH:14].[N:1]1([CH2:7][CH:8]2[CH2:9][CH2:10][NH:11][CH2:12][CH2:13]2)[CH2:2][CH2:3][CH2:4][CH2:5][CH2:6]1, predict the reactants needed to synthesize it. The reactants are: [N:1]1([CH2:7][C:8]2[CH:13]=[CH:12][N:11]=[CH:10][CH:9]=2)[CH2:6][CH2:5][CH2:4][CH2:3][CH2:2]1.[ClH:14]. (2) Given the product [ClH:12].[CH3:11][C:8]1[C:7]([CH3:14])=[C:4]([C:5](=[NH:6])[N:19]2[CH2:23][CH2:22][CH2:21][CH2:20]2)[CH:3]=[CH:2][C:9]=1[OH:10], predict the reactants needed to synthesize it. The reactants are: C[C:2]1[CH:3]=[C:4]([CH:7]=[C:8]([CH3:11])[C:9]=1[OH:10])[C:5]#[N:6].[ClH:12].O1CCOC[CH2:14]1.[NH:19]1[CH2:23][CH2:22][CH2:21][CH2:20]1. (3) Given the product [CH3:8][C:7]1[CH:6]=[CH:5][C:4]([NH:9][C:10](=[O:21])[C:11]2[CH:16]=[CH:15][CH:14]=[C:13]([C:17]([F:20])([F:19])[F:18])[CH:12]=2)([N+:22]([O-:24])=[O:23])[CH2:3][C:2]=1[C:34]1[CH:39]=[CH:38][CH:37]=[CH:36][CH:35]=1, predict the reactants needed to synthesize it. The reactants are: I[C:2]1[CH:3]=[C:4]([NH:9][C:10](=[O:21])[C:11]2[CH:16]=[CH:15][CH:14]=[C:13]([C:17]([F:20])([F:19])[F:18])[CH:12]=2)[CH:5]=[CH:6][C:7]=1[CH3:8].[N+:22](C1C=C(B(O)O)C=CC=1)([O-:24])=[O:23].[C:34]1(C)[CH:39]=[CH:38][CH:37]=[CH:36][CH:35]=1.C([O-])([O-])=O.[K+].[K+]. (4) Given the product [CH3:12][S:13]([C:16]1[CH:17]=[C:18]2[C:22](=[CH:23][CH:24]=1)[NH:21][C:20](=[O:25])[C:19]2=[O:26])(=[O:15])=[O:14].[CH3:12][S:13]([C:16]1[CH:17]=[C:18]2[C:22](=[CH:23][CH:24]=1)[NH:21][C:20](=[O:25])[C:19]2=[N:34][NH:33][C:32]1[CH:31]=[CH:30][C:29]([S:35]([NH2:38])(=[O:36])=[O:37])=[CH:28][CH:27]=1)(=[O:15])=[O:14], predict the reactants needed to synthesize it. The reactants are: CS(C1C=CC(N)=CC=1)(=O)=O.[CH3:12][S:13]([C:16]1[CH:17]=[C:18]2[C:22](=[CH:23][CH:24]=1)[NH:21][C:20](=[O:25])[C:19]2=[O:26])(=[O:15])=[O:14].[CH:27]1[C:32]([NH:33][NH2:34])=[CH:31][CH:30]=[C:29]([S:35]([NH2:38])(=[O:37])=[O:36])[CH:28]=1.Cl. (5) The reactants are: C([N:8]1[CH2:13][CH2:12][CH:11]([NH:14][C:15]([C:17]2[NH:18][C:19]3[C:24]([CH:25]=2)=[C:23]([C:26]2[CH:31]=[CH:30][C:29]([O:32][CH3:33])=[CH:28][CH:27]=2)[CH:22]=[CH:21][CH:20]=3)=[O:16])[CH2:10][CH2:9]1)C1C=CC=CC=1.Cl. Given the product [NH:8]1[CH2:13][CH2:12][CH:11]([NH:14][C:15]([C:17]2[NH:18][C:19]3[C:24]([CH:25]=2)=[C:23]([C:26]2[CH:27]=[CH:28][C:29]([O:32][CH3:33])=[CH:30][CH:31]=2)[CH:22]=[CH:21][CH:20]=3)=[O:16])[CH2:10][CH2:9]1, predict the reactants needed to synthesize it. (6) Given the product [Br:1][C:2]1[CH:7]=[CH:6][C:5]([C:8]([NH2:37])([CH3:13])[CH3:9])=[CH:4][CH:3]=1, predict the reactants needed to synthesize it. The reactants are: [Br:1][C:2]1[CH:7]=[CH:6][C:5]([C:8]([CH3:13])(C)[C:9](N)=O)=[CH:4][CH:3]=1.FC(F)(F)C(OI(C1C=CC=CC=1)OC(=O)C(F)(F)F)=O.CC#[N:37].O. (7) Given the product [CH3:3][O:32][C:31](=[O:33])[C@H:21]([CH2:22][C:23]1[CH:28]=[CH:27][CH:26]=[C:25]([C:29]#[N:30])[CH:24]=1)[NH:20][C:18]([O:17][C:13]([CH3:16])([CH3:14])[CH3:15])=[O:19], predict the reactants needed to synthesize it. The reactants are: [OH-].[Na+].[CH3:3]N(N=O)/C(/N)=N/[N+]([O-])=O.[C:13]([O:17][C:18]([NH:20][C@H:21]([C:31]([OH:33])=[O:32])[CH2:22][C:23]1[CH:28]=[CH:27][CH:26]=[C:25]([C:29]#[N:30])[CH:24]=1)=[O:19])([CH3:16])([CH3:15])[CH3:14].[N+](=C)=[N-]. (8) The reactants are: [CH3:1][NH:2][C:3]1[C:4]([NH2:13])=[N:5][C:6]([C:9]([F:12])([F:11])[F:10])=[CH:7][CH:8]=1.[CH2:14]([S:16][C:17]1[CH:25]=[CH:24][CH:23]=[CH:22][C:18]=1[C:19](O)=O)[CH3:15].CCN=C=NCCCN(C)C.N1C=CC=CC=1. Given the product [CH2:14]([S:16][C:17]1[CH:25]=[CH:24][CH:23]=[CH:22][C:18]=1[C:19]1[N:2]([CH3:1])[C:3]2[C:4]([N:13]=1)=[N:5][C:6]([C:9]([F:12])([F:10])[F:11])=[CH:7][CH:8]=2)[CH3:15], predict the reactants needed to synthesize it. (9) Given the product [O:1]=[C:2]1[C@H:8]([CH2:9][C:10]([OH:12])=[O:11])[CH2:7][C:6]2[CH:14]=[CH:15][C:16]([O:18][CH2:19][CH2:20][CH2:21][NH:22][C:23]3[CH:28]=[CH:27][CH:26]=[CH:25][N:24]=3)=[CH:17][C:5]=2[CH2:4][N:3]1[CH2:29][C:30]([F:33])([F:31])[F:32], predict the reactants needed to synthesize it. The reactants are: [O:1]=[C:2]1[C@H:8]([CH2:9][C:10]([O:12]C)=[O:11])[CH2:7][C:6]2[CH:14]=[CH:15][C:16]([O:18][CH2:19][CH2:20][CH2:21][NH:22][C:23]3[CH:28]=[CH:27][CH:26]=[CH:25][N:24]=3)=[CH:17][C:5]=2[CH2:4][N:3]1[CH2:29][C:30]([F:33])([F:32])[F:31].[OH-].[Na+].Cl.